Dataset: Catalyst prediction with 721,799 reactions and 888 catalyst types from USPTO. Task: Predict which catalyst facilitates the given reaction. (1) Reactant: [CH3:1][O:2][C:3]([C:5]1[C:13]2[C:8](=[CH:9][CH:10]=[C:11]([O:14][C:15]3[CH:20]=[CH:19][C:18]([O:21][CH:22]([CH3:24])[CH3:23])=[CH:17][CH:16]=3)[CH:12]=2)[N:7]([C:25]2[CH:30]=[CH:29][C:28]([O:31]CC3C=CC=CC=3)=[CH:27][CH:26]=2)[C:6]=1[CH2:39][C:40]([O:42][CH3:43])=[O:41])=[O:4].CO. Product: [CH3:1][O:2][C:3]([C:5]1[C:13]2[C:8](=[CH:9][CH:10]=[C:11]([O:14][C:15]3[CH:16]=[CH:17][C:18]([O:21][CH:22]([CH3:23])[CH3:24])=[CH:19][CH:20]=3)[CH:12]=2)[N:7]([C:25]2[CH:26]=[CH:27][C:28]([OH:31])=[CH:29][CH:30]=2)[C:6]=1[CH2:39][C:40]([O:42][CH3:43])=[O:41])=[O:4]. The catalyst class is: 350. (2) Reactant: [CH:1]([O:4][C:5]([N:7]1[CH2:12][CH2:11][CH:10]([O:13][C:14]2[C:19]([O:20][CH3:21])=[C:18]([NH:22][C:23]3[C:24]([CH3:30])=[N:25][C:26]([Br:29])=[CH:27][CH:28]=3)[N:17]=[CH:16][N:15]=2)[CH2:9][CH2:8]1)=[O:6])([CH3:3])[CH3:2].[CH3:31][C:32]([O:35][C:36](O[C:36]([O:35][C:32]([CH3:34])([CH3:33])[CH3:31])=[O:37])=[O:37])([CH3:34])[CH3:33]. Product: [CH:1]([O:4][C:5]([N:7]1[CH2:8][CH2:9][CH:10]([O:13][C:14]2[C:19]([O:20][CH3:21])=[C:18]([N:22]([C:23]3[C:24]([CH3:30])=[N:25][C:26]([Br:29])=[CH:27][CH:28]=3)[C:36]([O:35][C:32]([CH3:34])([CH3:33])[CH3:31])=[O:37])[N:17]=[CH:16][N:15]=2)[CH2:11][CH2:12]1)=[O:6])([CH3:3])[CH3:2]. The catalyst class is: 527. (3) Reactant: [CH2:1]([O:8][C:9]([C@@H:11]1[CH2:16][CH2:15][C:14](=[N:17][O:18][CH2:19][C:20]2[CH:25]=[CH:24][CH:23]=[CH:22][CH:21]=2)[CH2:13][NH:12]1)=[O:10])[C:2]1[CH:7]=[CH:6][CH:5]=[CH:4][CH:3]=1.S(=O)(=O)(O)O.[BH4-].[Na+]. Product: [CH2:1]([O:8][C:9]([C@@H:11]1[CH2:16][CH2:15][C@@H:14]([NH:17][O:18][CH2:19][C:20]2[CH:25]=[CH:24][CH:23]=[CH:22][CH:21]=2)[CH2:13][NH:12]1)=[O:10])[C:2]1[CH:3]=[CH:4][CH:5]=[CH:6][CH:7]=1. The catalyst class is: 7.